Dataset: Reaction yield outcomes from USPTO patents with 853,638 reactions. Task: Predict the reaction yield, written as a fraction of the theoretical maximum amount of product (1.0 means a 100% yield; for example, 0.34 means a 34% yield). The reactants are CCOC(/N=N/C(OCC)=O)=O.[F:13][C:14]1[CH:36]=[C:35]([N+:37]([O-:39])=[O:38])[CH:34]=[CH:33][C:15]=1[O:16][C:17]1[CH:22]=[CH:21][N:20]=[C:19]2[CH:23]=[C:24]([C:26]3[CH:27]=[C:28]([OH:32])[CH:29]=[CH:30][CH:31]=3)[S:25][C:18]=12.[O:40]1[CH2:45][CH2:44][N:43]([CH2:46][CH2:47]O)[CH2:42][CH2:41]1.C1(P(C2C=CC=CC=2)C2C=CC=CC=2)C=CC=CC=1. The catalyst is O1CCCC1. The product is [F:13][C:14]1[CH:36]=[C:35]([N+:37]([O-:39])=[O:38])[CH:34]=[CH:33][C:15]=1[O:16][C:17]1[CH:22]=[CH:21][N:20]=[C:19]2[CH:23]=[C:24]([C:26]3[CH:27]=[C:28]([CH:29]=[CH:30][CH:31]=3)[O:32][CH2:47][CH2:46][N:43]3[CH2:44][CH2:45][O:40][CH2:41][CH2:42]3)[S:25][C:18]=12. The yield is 0.660.